Dataset: Catalyst prediction with 721,799 reactions and 888 catalyst types from USPTO. Task: Predict which catalyst facilitates the given reaction. (1) Reactant: C(NC(C)C)(C)C.[Li]CCCC.[CH:13]1([C:18]([O:20][CH2:21][CH3:22])=[O:19])[CH2:17][CH2:16][CH2:15][CH2:14]1.[F:23]N(S(C1C=CC=CC=1)(=O)=O)S(C1C=CC=CC=1)(=O)=O. Product: [CH2:21]([O:20][C:18]([C:13]1([F:23])[CH2:17][CH2:16][CH2:15][CH2:14]1)=[O:19])[CH3:22]. The catalyst class is: 1. (2) Reactant: [H-].[Na+].[CH2:3]([C:5]1[CH:10]=[C:9]([C:11]2[S:12][CH:13]=[CH:14][CH:15]=2)[N:8]=[CH:7][C:6]=1[NH:16][C:17]1[N:22]=[CH:21][C:20]2[N:23]=[CH:24][N:25]([CH3:26])[C:19]=2[CH:18]=1)[CH3:4].I[CH3:28].O. Product: [CH2:3]([C:5]1[CH:10]=[C:9]([C:11]2[S:12][CH:13]=[CH:14][CH:15]=2)[N:8]=[CH:7][C:6]=1[N:16]([CH3:28])[C:17]1[N:22]=[CH:21][C:20]2[N:23]=[CH:24][N:25]([CH3:26])[C:19]=2[CH:18]=1)[CH3:4]. The catalyst class is: 85.